Dataset: Catalyst prediction with 721,799 reactions and 888 catalyst types from USPTO. Task: Predict which catalyst facilitates the given reaction. (1) Reactant: [CH2:1]([OH:4])[C:2]#[CH:3].N1C=CN=C1.[CH3:10][C:11]([Si:14](Cl)([CH3:16])[CH3:15])([CH3:13])[CH3:12].O. Product: [C:11]([Si:14]([CH3:16])([CH3:15])[O:4][CH2:1][C:2]#[CH:3])([CH3:13])([CH3:12])[CH3:10]. The catalyst class is: 3. (2) Reactant: [CH2:1]([O:3][C:4]([C:6]1[N:7]([C:26]2[CH:31]=[CH:30][C:29]([O:32][CH:33]([CH3:35])[CH3:34])=[CH:28][CH:27]=2)[C:8]2[C:13]([C:14]=1Br)=[CH:12][C:11]([C:16]1[CH:21]=[CH:20][C:19]([O:22][CH:23]([CH3:25])[CH3:24])=[CH:18][CH:17]=1)=[CH:10][CH:9]=2)=[O:5])[CH3:2].[CH3:36][S:37]([NH2:40])(=[O:39])=[O:38].CC1(C)C2C(=C(P(C3C=CC=CC=3)C3C=CC=CC=3)C=CC=2)OC2C(P(C3C=CC=CC=3)C3C=CC=CC=3)=CC=CC1=2.C([O-])([O-])=O.[Cs+].[Cs+]. Product: [CH2:1]([O:3][C:4]([C:6]1[N:7]([C:26]2[CH:31]=[CH:30][C:29]([O:32][CH:33]([CH3:35])[CH3:34])=[CH:28][CH:27]=2)[C:8]2[C:13]([C:14]=1[NH:40][S:37]([CH3:36])(=[O:39])=[O:38])=[CH:12][C:11]([C:16]1[CH:21]=[CH:20][C:19]([O:22][CH:23]([CH3:25])[CH3:24])=[CH:18][CH:17]=1)=[CH:10][CH:9]=2)=[O:5])[CH3:2]. The catalyst class is: 552. (3) Reactant: [CH3:1][C:2]1[N:3]=[C:4]2[CH:12]=[CH:11][CH:10]=[C:9]3[N:5]2[C:6]=1[C:7](=[O:13])[NH:8]3.[H-].[Na+].Br[CH2:17][CH2:18][CH2:19][CH2:20][CH2:21][CH2:22][N:23]1[C:27](=[O:28])[C:26]2=[CH:29][CH:30]=[CH:31][CH:32]=[C:25]2[C:24]1=[O:33].O. Product: [CH3:1][C:2]1[N:3]=[C:4]2[CH:12]=[CH:11][CH:10]=[C:9]3[N:5]2[C:6]=1[C:7](=[O:13])[N:8]3[CH2:17][CH2:18][CH2:19][CH2:20][CH2:21][CH2:22][N:23]1[C:27](=[O:28])[C:26]2=[CH:29][CH:30]=[CH:31][CH:32]=[C:25]2[C:24]1=[O:33]. The catalyst class is: 3.